Dataset: Catalyst prediction with 721,799 reactions and 888 catalyst types from USPTO. Task: Predict which catalyst facilitates the given reaction. (1) Reactant: [Br:1][C:2]1[CH:3]=[C:4](C=O)[S:5][C:6]=1[N+:7]([O-:9])=[O:8].[Cl-].[NH4+].[CH:14]([O:21][CH2:22][CH3:23])([O:18][CH2:19][CH3:20])OCC. Product: [Br:1][C:2]1[CH:3]=[C:4]([CH:14]([O:18][CH2:19][CH3:20])[O:21][CH2:22][CH3:23])[S:5][C:6]=1[N+:7]([O-:9])=[O:8]. The catalyst class is: 14. (2) Product: [Br:1][C:2]1[CH:3]=[C:4]2[CH:10]=[CH:9][NH:8][C:5]2=[N:6][CH:7]=1. Reactant: [Br:1][C:2]1[CH:3]=[C:4]2[CH2:10][CH2:9][NH:8][C:5]2=[N:6][CH:7]=1. The catalyst class is: 177. (3) Reactant: [Cl:1][C:2]1[CH:7]=[N:6][NH:5][C:4](=[O:8])[CH:3]=1.[O:9]1[CH:14]=[CH:13][CH2:12][CH2:11][CH2:10]1.C1(C)C=CC(S(O)(=O)=O)=CC=1.C(=O)([O-])[O-].[Na+].[Na+]. Product: [Cl:1][C:2]1[CH:7]=[N:6][N:5]([CH:10]2[CH2:11][CH2:12][CH2:13][CH2:14][O:9]2)[C:4](=[O:8])[CH:3]=1. The catalyst class is: 7. (4) The catalyst class is: 9. Reactant: C[N:2](/[CH:4]=[C:5]1/[C:6](=[O:15])[NH:7][CH2:8][C:9]2[C:14]/1=[CH:13][CH:12]=[CH:11][CH:10]=2)[CH3:3].[N:16]1([CH2:22][C:23]2[CH:28]=[CH:27]C(N)=[CH:25][CH:24]=2)[CH2:21][CH2:20][CH2:19][CH2:18][CH2:17]1. Product: [N:16]1([CH2:22][C:23]2[CH:28]=[CH:27][C:3]([NH:2][CH:4]=[C:5]3[C:14]4[C:9](=[CH:10][CH:11]=[CH:12][CH:13]=4)[CH2:8][NH:7][C:6]3=[O:15])=[CH:25][CH:24]=2)[CH2:21][CH2:20][CH2:19][CH2:18][CH2:17]1. (5) Reactant: [CH3:1][O:2][C:3]1[CH:12]=[CH:11][CH:10]=[C:9]2[C:4]=1[CH:5]=[CH:6][C:7]([CH3:13])=[N:8]2.[H][H]. Product: [CH3:1][O:2][C:3]1[CH:12]=[CH:11][CH:10]=[C:9]2[C:4]=1[CH2:5][CH2:6][C@H:7]([CH3:13])[NH:8]2. The catalyst class is: 5.